This data is from Full USPTO retrosynthesis dataset with 1.9M reactions from patents (1976-2016). The task is: Predict the reactants needed to synthesize the given product. (1) Given the product [CH3:18][C:16]1[N:17]=[C:3]2[C:2]([O:1][CH:57]3[C:58]4[C:53](=[CH:52][CH:51]=[CH:50][CH:49]=4)[CH2:54][CH2:55][CH2:56]3)=[CH:7][C:6]([N:8]3[CH:13]=[CH:12][CH:11]=[CH:10][C:9]3=[O:14])=[CH:5][N:4]2[C:15]=1[CH3:19], predict the reactants needed to synthesize it. The reactants are: [OH:1][C:2]1[C:3]2[N:4]([C:15]([CH3:19])=[C:16]([CH3:18])[N:17]=2)[CH:5]=[C:6]([N:8]2[CH:13]=[CH:12][CH:11]=[CH:10][C:9]2=[O:14])[CH:7]=1.C1(OC2C3N(C(C)=C(C)N=3)C=C(N3C=CC=CC3=O)C=2)C2C(=CC=CC=2)CC1.Br[CH:49]1[C:58]2[C:53](=[CH:54][CH:55]=[CH:56][CH:57]=2)[CH2:52][CH2:51][CH2:50]1. (2) Given the product [C:15]([O:19][C:20](=[O:27])[NH:21][C@H:22]1[CH2:25][C@H:24]([NH:26][C:10](=[O:12])[C:9]([C:8]2[C:3]([Cl:2])=[N:4][CH:5]=[CH:6][CH:7]=2)([CH3:14])[CH3:13])[CH2:23]1)([CH3:18])([CH3:16])[CH3:17], predict the reactants needed to synthesize it. The reactants are: Cl.[Cl:2][C:3]1[C:8]([C:9]([CH3:14])([CH3:13])[C:10]([OH:12])=O)=[CH:7][CH:6]=[CH:5][N:4]=1.[C:15]([O:19][C:20](=[O:27])[NH:21][C@H:22]1[CH2:25][C@H:24]([NH2:26])[CH2:23]1)([CH3:18])([CH3:17])[CH3:16].C(N(CC)CC)C. (3) The reactants are: Cl.[NH2:2][OH:3].[OH-].[Na+].[N:6]1[C:15]2[C:10](=[CH:11][C:12]([C:16](=O)[CH3:17])=[CH:13][CH:14]=2)[CH:9]=[CH:8][CH:7]=1. Given the product [N:6]1[C:15]2[C:10](=[CH:11][C:12]([C:16](=[N:2][OH:3])[CH3:17])=[CH:13][CH:14]=2)[CH:9]=[CH:8][CH:7]=1, predict the reactants needed to synthesize it. (4) The reactants are: [CH3:1][O:2][C:3]([C@@H:5]1[C@@H:9]([CH:10]=[CH:11][C:12]2[C:21]3[C:16](=[CH:17][CH:18]=[CH:19][CH:20]=3)[CH:15]=[CH:14][CH:13]=2)[CH2:8][N:7]([C:22]([O:24][C:25]([CH3:28])([CH3:27])[CH3:26])=[O:23])[CH2:6]1)=[O:4].[N+](C([O-])=O)(C([O-])=O)=[N-].[K+].[K+].CC(O)=O. Given the product [CH3:1][O:2][C:3]([C@@H:5]1[C@@H:9]([CH2:10][CH2:11][C:12]2[C:21]3[C:16](=[CH:17][CH:18]=[CH:19][CH:20]=3)[CH:15]=[CH:14][CH:13]=2)[CH2:8][N:7]([C:22]([O:24][C:25]([CH3:28])([CH3:27])[CH3:26])=[O:23])[CH2:6]1)=[O:4], predict the reactants needed to synthesize it.